This data is from Full USPTO retrosynthesis dataset with 1.9M reactions from patents (1976-2016). The task is: Predict the reactants needed to synthesize the given product. (1) The reactants are: [NH2:1][C:2](=[O:17])[C@@H:3]([OH:16])[CH2:4][NH:5][C:6]1[N:11]=[C:10](Cl)[N:9]=[C:8]([C:13]([NH2:15])=[O:14])[CH:7]=1.[F:18][C:19]1[CH:40]=[CH:39][C:22]([O:23][C:24]2[CH:29]=[CH:28][C:27](B3OC(C)(C)C(C)(C)O3)=[CH:26][CH:25]=2)=[CH:21][CH:20]=1.C([O-])([O-])=O.[Na+].[Na+]. Given the product [NH2:1][C:2](=[O:17])[C@@H:3]([OH:16])[CH2:4][NH:5][C:6]1[N:11]=[C:10]([C:27]2[CH:26]=[CH:25][C:24]([O:23][C:22]3[CH:21]=[CH:20][C:19]([F:18])=[CH:40][CH:39]=3)=[CH:29][CH:28]=2)[N:9]=[C:8]([C:13]([NH2:15])=[O:14])[CH:7]=1, predict the reactants needed to synthesize it. (2) The reactants are: S(Cl)(Cl)=O.[F:5][C:6]1[CH:7]=[C:8]([CH:12]=[CH:13][C:14]=1[CH3:15])[C:9]([OH:11])=[O:10].[C:16]1(C)C=CC=CC=1. Given the product [CH3:16][O:10][C:9](=[O:11])[C:8]1[CH:12]=[CH:13][C:14]([CH3:15])=[C:6]([F:5])[CH:7]=1, predict the reactants needed to synthesize it. (3) Given the product [CH3:18][C:19]1[CH:24]=[C:23]([CH3:25])[CH:22]=[CH:21][C:20]=1[N:26]1[CH2:32][CH2:31][CH2:30][N:29]([C:11]([C:10]2[CH:9]=[CH:8][C:7]([N:3]3[CH2:4][CH2:5][CH2:6][S:2]3(=[O:1])=[O:16])=[CH:15][CH:14]=2)=[O:13])[CH2:28][CH2:27]1, predict the reactants needed to synthesize it. The reactants are: [O:1]=[S:2]1(=[O:16])[CH2:6][CH2:5][CH2:4][N:3]1[C:7]1[CH:15]=[CH:14][C:10]([C:11]([OH:13])=O)=[CH:9][CH:8]=1.Cl.[CH3:18][C:19]1[CH:24]=[C:23]([CH3:25])[CH:22]=[CH:21][C:20]=1[N:26]1[CH2:32][CH2:31][CH2:30][NH:29][CH2:28][CH2:27]1.CN1CCOCC1.O.[Cl-].COC1N=C(OC)N=C([N+]2(C)CCOCC2)N=1. (4) Given the product [O:23]=[C:21]1[C:20]2[CH:24]=[CH:25][CH:26]=[CH:27][C:19]=2[S:18][C:17]([C:15]2[N:16]=[C:11]([CH2:10][CH2:9][NH:8][C:41]([NH:40][C:34]3[CH:39]=[CH:38][CH:37]=[CH:36][CH:35]=3)=[O:42])[CH:12]=[CH:13][CH:14]=2)=[N:22]1, predict the reactants needed to synthesize it. The reactants are: FC(F)(F)C(O)=O.[NH2:8][CH2:9][CH2:10][C:11]1[N:16]=[C:15]([C:17]2[S:18][C:19]3[CH:27]=[CH:26][CH:25]=[CH:24][C:20]=3[C:21](=[O:23])[N:22]=2)[CH:14]=[CH:13][CH:12]=1.C(=O)([O-])[O-].[K+].[K+].[C:34]1([N:40]=[C:41]=[O:42])[CH:39]=[CH:38][CH:37]=[CH:36][CH:35]=1. (5) Given the product [ClH:40].[F:37][C:34]1[CH:35]=[CH:36][C:31]([NH:30][CH2:29][C:26]2[CH:25]=[CH:24][C:23]([S:20]([NH:19][C:17]3[C:16]([O:38][CH3:39])=[CH:15][C:12]4[CH2:13][CH2:14][NH:8][CH2:9][CH2:10][C:11]=4[CH:18]=3)(=[O:22])=[O:21])=[CH:28][CH:27]=2)=[CH:32][CH:33]=1, predict the reactants needed to synthesize it. The reactants are: C(OC([N:8]1[CH2:14][CH2:13][C:12]2[CH:15]=[C:16]([O:38][CH3:39])[C:17]([NH:19][S:20]([C:23]3[CH:28]=[CH:27][C:26]([CH2:29][NH:30][C:31]4[CH:36]=[CH:35][C:34]([F:37])=[CH:33][CH:32]=4)=[CH:25][CH:24]=3)(=[O:22])=[O:21])=[CH:18][C:11]=2[CH2:10][CH2:9]1)=O)(C)(C)C.[ClH:40].